This data is from Catalyst prediction with 721,799 reactions and 888 catalyst types from USPTO. The task is: Predict which catalyst facilitates the given reaction. (1) Reactant: [N+:1]([C:4]1[CH:9]=[CH:8][CH:7]=[CH:6][C:5]=1[C:10]1[N:11]=[C:12]2[N:17]=[CH:16][CH:15]=[CH:14][N:13]2[CH:18]=1)([O-])=O. Product: [N:11]1[C:10]([C:5]2[CH:6]=[CH:7][CH:8]=[CH:9][C:4]=2[NH2:1])=[CH:18][N:13]2[CH:14]=[CH:15][CH:16]=[N:17][C:12]=12. The catalyst class is: 5. (2) Reactant: [CH2:1]([O:3][C:4](=[O:26])[CH2:5][C:6]([C:19]([O:21]C(C)(C)C)=[O:20])([CH2:14][CH:15]1[CH2:18][CH2:17][CH2:16]1)[C:7]([O:9]C(C)(C)C)=[O:8])[CH3:2]. Product: [CH2:1]([O:3][C:4](=[O:26])[CH2:5][C:6]([C:7]([OH:9])=[O:8])([CH2:14][CH:15]1[CH2:16][CH2:17][CH2:18]1)[C:19]([OH:21])=[O:20])[CH3:2]. The catalyst class is: 67. (3) Reactant: [C:1]1(=[O:11])[O:6][C:4](=O)[C:3]2=[CH:7][CH:8]=[CH:9][CH:10]=[C:2]12.[C:12]([O:16][C:17]([CH3:20])([CH3:19])[CH3:18])(=[O:15])[NH:13][NH2:14]. Product: [O:11]=[C:1]1[C:2]2[C:3](=[CH:7][CH:8]=[CH:9][CH:10]=2)[C:4](=[O:6])[N:14]1[NH:13][C:12](=[O:15])[O:16][C:17]([CH3:20])([CH3:19])[CH3:18]. The catalyst class is: 11.